Task: Regression. Given a peptide amino acid sequence and an MHC pseudo amino acid sequence, predict their binding affinity value. This is MHC class I binding data.. Dataset: Peptide-MHC class I binding affinity with 185,985 pairs from IEDB/IMGT (1) The peptide sequence is FQPQNGLFI. The MHC is H-2-Kb with pseudo-sequence H-2-Kb. The binding affinity (normalized) is 0.0258. (2) The peptide sequence is SYFPDSNNV. The MHC is HLA-B57:01 with pseudo-sequence HLA-B57:01. The binding affinity (normalized) is 0.0847. (3) The peptide sequence is TTGAEKPKF. The MHC is HLA-A24:02 with pseudo-sequence HLA-A24:02. The binding affinity (normalized) is 0. (4) The peptide sequence is MALMKLAAL. The MHC is HLA-A01:01 with pseudo-sequence HLA-A01:01. The binding affinity (normalized) is 0. (5) The peptide sequence is SPRLKAICI. The MHC is HLA-B07:02 with pseudo-sequence HLA-B07:02. The binding affinity (normalized) is 0.770. (6) The peptide sequence is KIMSIGFEAR. The MHC is HLA-A11:01 with pseudo-sequence HLA-A11:01. The binding affinity (normalized) is 0.668.